From a dataset of Full USPTO retrosynthesis dataset with 1.9M reactions from patents (1976-2016). Predict the reactants needed to synthesize the given product. (1) Given the product [F:1][C:2]1[CH:7]=[C:6]([F:8])[CH:5]=[CH:4][C:3]=1[C:9]1[N:10]=[C:11]2[CH2:24][CH2:23][CH2:22][N:12]2[C:13]=1[C:14]1[CH:19]=[CH:18][C:17]2[N:16]([C:28]([C:29]([O:31][CH2:32][CH3:33])=[O:30])=[N:21][N:20]=2)[N:15]=1, predict the reactants needed to synthesize it. The reactants are: [F:1][C:2]1[CH:7]=[C:6]([F:8])[CH:5]=[CH:4][C:3]=1[C:9]1[N:10]=[C:11]2[CH2:24][CH2:23][CH2:22][N:12]2[C:13]=1[C:14]1[N:15]=[N:16][C:17]([NH:20][NH2:21])=[CH:18][CH:19]=1.CO.O=[CH:28][C:29]([O:31][CH2:32][CH3:33])=[O:30].C(O)(=O)C.C(O)(=O)C.IC1C=CC=CC=1. (2) The reactants are: Cl[C:2]1[CH:3]=[CH:4][C:5]2[N:6]([C:8](=[O:11])[NH:9][N:10]=2)[N:7]=1.[C:12]1([CH:18]([C:30]2[CH:35]=[CH:34][CH:33]=[CH:32][CH:31]=2)[O:19][CH:20]2[CH2:25][CH2:24][N:23]([CH2:26][CH2:27][CH2:28][NH2:29])[CH2:22][CH2:21]2)[CH:17]=[CH:16][CH:15]=[CH:14][CH:13]=1.C(N(C(C)C)C(C)C)C. Given the product [C:30]1([CH:18]([C:12]2[CH:17]=[CH:16][CH:15]=[CH:14][CH:13]=2)[O:19][CH:20]2[CH2:25][CH2:24][N:23]([CH2:26][CH2:27][CH2:28][NH:29][C:2]3[CH:3]=[CH:4][C:5]4[N:6]([C:8](=[O:11])[NH:9][N:10]=4)[N:7]=3)[CH2:22][CH2:21]2)[CH:31]=[CH:32][CH:33]=[CH:34][CH:35]=1, predict the reactants needed to synthesize it. (3) Given the product [CH3:14][C:9]1[N:10]=[CH:11][CH:12]=[C:13]2[C:8]=1[C:7](=[O:15])[N:6]([CH3:16])[C:5]1[CH:17]=[C:18]([O:19][CH2:20][C@@H:21]([NH:26][C:27](=[O:33])[O:28][C:29]([CH3:32])([CH3:31])[CH3:30])[CH2:22][CH:23]([CH3:24])[CH3:25])[C:2]([N:34]3[CH:38]=[CH:37][CH:36]=[N:35]3)=[CH:3][C:4]2=1, predict the reactants needed to synthesize it. The reactants are: Br[C:2]1[C:18]([O:19][CH2:20][C@@H:21]([NH:26][C:27](=[O:33])[O:28][C:29]([CH3:32])([CH3:31])[CH3:30])[CH2:22][CH:23]([CH3:25])[CH3:24])=[CH:17][C:5]2[N:6]([CH3:16])[C:7](=[O:15])[C:8]3[C:13]([C:4]=2[CH:3]=1)=[CH:12][CH:11]=[N:10][C:9]=3[CH3:14].[NH:34]1[CH:38]=[CH:37][CH:36]=[N:35]1.CNCCNC.P([O-])([O-])([O-])=O.[K+].[K+].[K+]. (4) The reactants are: [Si]([O:8][CH2:9][CH:10]1[CH2:25][C:24]2[C:12](=[CH:13][C:14]3[N+:19]([O-:20])=[N:18][C:17]([CH2:21][CH3:22])=[N:16][C:15]=3[CH:23]=2)[CH2:11]1)(C(C)(C)C)(C)C.Cl. Given the product [CH2:21]([C:17]1[N:18]=[N+:19]([O-:20])[C:14]2[CH:13]=[C:12]3[C:24]([CH2:25][CH:10]([CH2:9][OH:8])[CH2:11]3)=[CH:23][C:15]=2[N:16]=1)[CH3:22], predict the reactants needed to synthesize it. (5) The reactants are: Cl[C:2]1[N:7]=[C:6]2[N:8]([CH:11]3[CH2:16][CH2:15][CH2:14][CH2:13][O:12]3)[N:9]=[CH:10][C:5]2=[C:4]([N:17]2[CH2:23][CH:22]3[O:24][CH:19]([CH2:20][CH2:21]3)[CH2:18]2)[N:3]=1.[C:25]([NH:28][C:29]1[CH:34]=[CH:33][C:32](B(O)O)=[CH:31][CH:30]=1)(=[O:27])[CH3:26].C(=O)([O-])[O-].[Na+].[Na+]. Given the product [CH:19]12[O:24][CH:22]([CH2:21][CH2:20]1)[CH2:23][N:17]([C:4]1[N:3]=[C:2]([C:32]3[CH:33]=[CH:34][C:29]([NH:28][C:25](=[O:27])[CH3:26])=[CH:30][CH:31]=3)[N:7]=[C:6]3[N:8]([CH:11]4[CH2:16][CH2:15][CH2:14][CH2:13][O:12]4)[N:9]=[CH:10][C:5]=13)[CH2:18]2, predict the reactants needed to synthesize it. (6) Given the product [O:58]1[C:63]2[CH:64]=[CH:65][C:66]([CH2:68][NH:69][C:22]([C:21]3[CH:20]=[N:19][N:12]4[C@H:13]([C:15]([F:16])([F:17])[F:18])[CH2:14][C@H:9]([C:6]5[CH:5]=[CH:4][C:3]([CH2:1][CH3:2])=[CH:8][CH:7]=5)[NH:10][C:11]=34)=[O:23])=[CH:67][C:62]=2[O:61][CH2:60][CH2:59]1, predict the reactants needed to synthesize it. The reactants are: [CH2:1]([C:3]1[CH:8]=[CH:7][C:6]([C@H:9]2[CH2:14][C@@H:13]([C:15]([F:18])([F:17])[F:16])[N:12]3[N:19]=[CH:20][C:21]([C:22](O)=[O:23])=[C:11]3[NH:10]2)=[CH:5][CH:4]=1)[CH3:2].CN(C(ON1N=NC2C=CC=NC1=2)=[N+](C)C)C.F[P-](F)(F)(F)(F)F.C(N(CC)C(C)C)(C)C.[O:58]1[C:63]2[CH:64]=[CH:65][C:66]([CH2:68][NH2:69])=[CH:67][C:62]=2[O:61][CH2:60][CH2:59]1. (7) Given the product [C:24]1([C:22]#[C:23][C:6]2[CH:7]=[CH:8][CH:9]=[CH:10][C:5]=2[NH:4][C:1](=[O:3])[CH3:2])[CH:29]=[CH:28][CH:27]=[CH:26][CH:25]=1, predict the reactants needed to synthesize it. The reactants are: [C:1]([NH:4][C:5]1[CH:10]=[CH:9][CH:8]=[CH:7][C:6]=1OS(C1C=CC(C)=CC=1)(=O)=O)(=[O:3])[CH3:2].[C:22]([C:24]1[CH:29]=[CH:28][CH:27]=[CH:26][CH:25]=1)#[CH:23].